From a dataset of Catalyst prediction with 721,799 reactions and 888 catalyst types from USPTO. Predict which catalyst facilitates the given reaction. Reactant: [NH2:1][C:2]1[C:3]([Cl:8])=[N:4][CH:5]=[CH:6][CH:7]=1.O=[C:10]1[CH2:15][CH2:14][N:13]([C:16]([O:18][CH2:19][CH3:20])=[O:17])[CH2:12][CH2:11]1.FC(F)(F)C(O)=O.C(O[BH-](OC(=O)C)OC(=O)C)(=O)C.[Na+].[F-].[K+]. Product: [Cl:8][C:3]1[C:2]([NH:1][CH:10]2[CH2:15][CH2:14][N:13]([C:16]([O:18][CH2:19][CH3:20])=[O:17])[CH2:12][CH2:11]2)=[CH:7][CH:6]=[CH:5][N:4]=1. The catalyst class is: 6.